From a dataset of Catalyst prediction with 721,799 reactions and 888 catalyst types from USPTO. Predict which catalyst facilitates the given reaction. (1) Reactant: [Cl:1][C:2]1[CH:25]=[CH:24][C:5]([CH2:6][NH:7][C:8]([C:10]2[C:11](=[O:23])[C:12]3[S:19][C:18]([CH2:20]Cl)=[C:17]([CH3:22])[C:13]=3[N:14]([CH3:16])[CH:15]=2)=[O:9])=[CH:4][CH:3]=1.[NH:26]1[C:34]2[C:29](=[CH:30][CH:31]=[CH:32][CH:33]=2)[C:28]([CH:35]([OH:39])[CH2:36][NH:37][CH3:38])=[CH:27]1.C(N(C(C)C)CC)(C)C. Product: [Cl:1][C:2]1[CH:3]=[CH:4][C:5]([CH2:6][NH:7][C:8]([C:10]2[C:11](=[O:23])[C:12]3[S:19][C:18]([CH2:20][N:37]([CH2:36][CH:35]([OH:39])[C:28]4[C:29]5[C:34](=[CH:33][CH:32]=[CH:31][CH:30]=5)[NH:26][CH:27]=4)[CH3:38])=[C:17]([CH3:22])[C:13]=3[N:14]([CH3:16])[CH:15]=2)=[O:9])=[CH:24][CH:25]=1. The catalyst class is: 18. (2) Reactant: [CH3:1][C:2]1[N:3]=[C:4]2[S:22][CH:21]=[CH:20][N:5]2[C:6](=[O:19])[C:7]=1[C:8]1[CH:13]=[CH:12][C:11]([O:14][C:15]([F:18])([F:17])[F:16])=[CH:10][CH:9]=1.[CH:23]1([CH2:26][O:27][C:28]2[C:35]([O:36][CH3:37])=[CH:34][CH:33]=[CH:32][C:29]=2[CH:30]=O)[CH2:25][CH2:24]1.[O-]CC.[Na+]. Product: [CH:23]1([CH2:26][O:27][C:28]2[C:35]([O:36][CH3:37])=[CH:34][CH:33]=[CH:32][C:29]=2/[CH:30]=[CH:1]/[C:2]2[N:3]=[C:4]3[S:22][CH:21]=[CH:20][N:5]3[C:6](=[O:19])[C:7]=2[C:8]2[CH:13]=[CH:12][C:11]([O:14][C:15]([F:17])([F:18])[F:16])=[CH:10][CH:9]=2)[CH2:24][CH2:25]1. The catalyst class is: 8. (3) Reactant: [F:1][C@@H:2]1[C@@H:6]([CH2:7][OH:8])[O:5][C@@H:4]([N:9]2[C:19]3[N:18]=[C:16]([NH2:17])[NH:15][C:13](=[O:14])[C:12]=3[N:11]=[CH:10]2)[CH2:3]1.[C:20]([NH:30][C@H:31]([C:35](O)=[O:36])[CH:32]([CH3:34])[CH3:33])([O:22][CH2:23][C:24]1[CH:29]=[CH:28][CH:27]=[CH:26][CH:25]=1)=[O:21].ON1C2C=CC=CC=2N=N1.C1CCC(N=C=NC2CCCCC2)CC1. Product: [C:20]([NH:30][C@H:31]([C:35]([CH:7]([OH:8])[C@H:6]1[O:5][C@@H:4]([N:9]2[C:19]3[N:18]=[C:16]([NH2:17])[NH:15][C:13](=[O:14])[C:12]=3[N:11]=[CH:10]2)[CH2:3][C@@H:2]1[F:1])=[O:36])[CH:32]([CH3:34])[CH3:33])([O:22][CH2:23][C:24]1[CH:29]=[CH:28][CH:27]=[CH:26][CH:25]=1)=[O:21]. The catalyst class is: 456. (4) Reactant: [CH2:1]=[C:2]([C:4]1[N:5]=[CH:6][C:7]([O:10][C@H:11]2[CH2:32][N:14]3[CH2:15][CH2:16][N:17]([S:19]([C:22]4[CH:27]=[CH:26][CH:25]=[C:24]([C:28]([F:31])([F:30])[F:29])[CH:23]=4)(=[O:21])=[O:20])[CH2:18][C@@H:13]3[CH2:12]2)=[N:8][CH:9]=1)[CH3:3].[H][H]. Product: [CH:2]([C:4]1[N:5]=[CH:6][C:7]([O:10][C@H:11]2[CH2:32][N:14]3[CH2:15][CH2:16][N:17]([S:19]([C:22]4[CH:27]=[CH:26][CH:25]=[C:24]([C:28]([F:30])([F:31])[F:29])[CH:23]=4)(=[O:20])=[O:21])[CH2:18][C@@H:13]3[CH2:12]2)=[N:8][CH:9]=1)([CH3:3])[CH3:1]. The catalyst class is: 261. (5) Reactant: Cl[C:2]1[N:7]=[N:6][C:5]([N:8]2[CH2:17][CH2:16][C:11]3([O:15][CH2:14][CH2:13][O:12]3)[CH2:10][CH2:9]2)=[CH:4][CH:3]=1.[CH3:18][N:19]1[CH:23]=[C:22](B2OC(C)(C)C(C)(C)O2)[CH:21]=[N:20]1.C([O-])([O-])=O.[K+].[K+]. Product: [CH3:18][N:19]1[CH:23]=[C:22]([C:2]2[N:7]=[N:6][C:5]([N:8]3[CH2:17][CH2:16][C:11]4([O:15][CH2:14][CH2:13][O:12]4)[CH2:10][CH2:9]3)=[CH:4][CH:3]=2)[CH:21]=[N:20]1. The catalyst class is: 73. (6) Reactant: [C:1]1([CH3:12])[CH:6]=[CH:5][CH:4]=[CH:3][C:2]=1[C:7]1[N:8]=[N:9][S:10][CH:11]=1.[Br:13]N1C(=O)CCC1=O.N(C(C)(C)C#N)=NC(C)(C)C#N. Product: [Br:13][CH2:12][C:1]1[CH:6]=[CH:5][CH:4]=[CH:3][C:2]=1[C:7]1[N:8]=[N:9][S:10][CH:11]=1. The catalyst class is: 22. (7) Reactant: [C:1]([C:4]1[CH:31]=[CH:30][C:7]([CH2:8][N:9]2[C:15]3[CH:16]=[CH:17][CH:18]=[CH:19][C:14]=3[CH2:13][N:12]([C:20](=[O:28])[C:21]3[CH:26]=[CH:25][C:24]([Cl:27])=[CH:23][CH:22]=3)[CH2:11][C:10]2=[O:29])=[CH:6][CH:5]=1)([OH:3])=O.[NH:32]1[CH2:36][CH2:35][CH2:34][CH2:33]1.C(N(CC)CC)C. Product: [N:32]1([C:1]([C:4]2[CH:5]=[CH:6][C:7]([CH2:8][N:9]3[C:15]4[CH:16]=[CH:17][CH:18]=[CH:19][C:14]=4[CH2:13][N:12]([C:20](=[O:28])[C:21]4[CH:26]=[CH:25][C:24]([Cl:27])=[CH:23][CH:22]=4)[CH2:11][C:10]3=[O:29])=[CH:30][CH:31]=2)=[O:3])[CH2:36][CH2:35][CH2:34][CH2:33]1. The catalyst class is: 4. (8) Reactant: [Cl:1][C:2]1[CH:7]=[CH:6][C:5]([Cl:8])=[CH:4][C:3]=1[C:9]1[N:10]=[C:11]2[N:16]=[CH:15][CH:14]=[CH:13][N:12]2[C:17]=1[C:18]([O:20]CC)=[O:19].[Li+].[OH-]. Product: [Cl:1][C:2]1[CH:7]=[CH:6][C:5]([Cl:8])=[CH:4][C:3]=1[C:9]1[N:10]=[C:11]2[N:16]=[CH:15][CH:14]=[CH:13][N:12]2[C:17]=1[C:18]([OH:20])=[O:19]. The catalyst class is: 5. (9) Reactant: [F:1][C:2]1([F:30])[CH2:7][CH2:6][N:5]([C:8]([C:10]2[NH:11][C:12]3[C:17]([CH:18]=2)=[CH:16][C:15]([C:19]([N:21]2[CH2:26][CH2:25][N:24]([CH:27]([CH3:29])[CH3:28])[CH2:23][CH2:22]2)=[O:20])=[CH:14][CH:13]=3)=[O:9])[CH2:4][CH2:3]1.[C:31]([C:33]1[CH:34]=[C:35](B(O)O)[CH:36]=[CH:37][CH:38]=1)#[N:32].N1C=CC=CC=1. Product: [F:30][C:2]1([F:1])[CH2:7][CH2:6][N:5]([C:8]([C:10]2[N:11]([C:37]3[CH:38]=[C:33]([CH:34]=[CH:35][CH:36]=3)[C:31]#[N:32])[C:12]3[C:17]([CH:18]=2)=[CH:16][C:15]([C:19]([N:21]2[CH2:22][CH2:23][N:24]([CH:27]([CH3:28])[CH3:29])[CH2:25][CH2:26]2)=[O:20])=[CH:14][CH:13]=3)=[O:9])[CH2:4][CH2:3]1. The catalyst class is: 221.